From a dataset of Peptide-MHC class I binding affinity with 185,985 pairs from IEDB/IMGT. Regression. Given a peptide amino acid sequence and an MHC pseudo amino acid sequence, predict their binding affinity value. This is MHC class I binding data. The peptide sequence is SFIEVKSCHW. The MHC is HLA-A23:01 with pseudo-sequence HLA-A23:01. The binding affinity (normalized) is 0.433.